Dataset: Peptide-MHC class II binding affinity with 134,281 pairs from IEDB. Task: Regression. Given a peptide amino acid sequence and an MHC pseudo amino acid sequence, predict their binding affinity value. This is MHC class II binding data. The peptide sequence is EKKYFAATQFEGLAA. The MHC is HLA-DQA10501-DQB10201 with pseudo-sequence HLA-DQA10501-DQB10201. The binding affinity (normalized) is 0.540.